Task: Predict the reactants needed to synthesize the given product.. Dataset: Full USPTO retrosynthesis dataset with 1.9M reactions from patents (1976-2016) (1) Given the product [Cl:1][C:2]1[CH:3]=[C:4]([CH:27]=[CH:28][C:29]=1[F:30])[NH:5][C:6]1[C:15]2[C:10](=[CH:11][C:12]([O:22][CH2:23][CH2:24][CH2:25][N:31]3[CH2:36][CH2:35][CH2:34][CH2:33][CH2:32]3)=[CH:13][C:14]=2[O:16][CH:17]2[CH2:21][CH2:20][O:19][CH2:18]2)[N:9]=[CH:8][N:7]=1, predict the reactants needed to synthesize it. The reactants are: [Cl:1][C:2]1[CH:3]=[C:4]([CH:27]=[CH:28][C:29]=1[F:30])[NH:5][C:6]1[C:15]2[C:10](=[CH:11][C:12]([O:22][CH2:23][CH2:24][CH2:25]Cl)=[CH:13][C:14]=2[O:16][CH:17]2[CH2:21][CH2:20][O:19][CH2:18]2)[N:9]=[CH:8][N:7]=1.[NH:31]1[CH2:36][CH2:35][CH2:34][CH2:33][CH2:32]1. (2) Given the product [O:1]1[CH:5]=[CH:4][CH:3]=[C:2]1[CH2:6][NH:7][C@:8]12[CH2:43][CH2:42][C@@H:41]([C:44]([CH3:46])=[CH2:45])[C@@H:9]1[C@@H:10]1[C@@:23]([CH3:26])([CH2:24][CH2:25]2)[C@@:22]2([CH3:27])[C@@H:13]([C@:14]3([CH3:40])[C@@H:19]([CH2:20][CH2:21]2)[C:18]([CH3:29])([CH3:28])[C:17]([C:30]2[CH:39]=[CH:38][C:33]([C:34]([OH:36])=[O:35])=[CH:32][CH:31]=2)=[CH:16][CH2:15]3)[CH2:12][CH2:11]1, predict the reactants needed to synthesize it. The reactants are: [O:1]1[CH:5]=[CH:4][CH:3]=[C:2]1[CH2:6][NH:7][C@:8]12[CH2:43][CH2:42][C@@H:41]([C:44]([CH3:46])=[CH2:45])[C@@H:9]1[C@@H:10]1[C@@:23]([CH3:26])([CH2:24][CH2:25]2)[C@@:22]2([CH3:27])[C@@H:13]([C@:14]3([CH3:40])[C@@H:19]([CH2:20][CH2:21]2)[C:18]([CH3:29])([CH3:28])[C:17]([C:30]2[CH:39]=[CH:38][C:33]([C:34]([O:36]C)=[O:35])=[CH:32][CH:31]=2)=[CH:16][CH2:15]3)[CH2:12][CH2:11]1.[OH-].[Na+]. (3) Given the product [O:44]1[CH:43]=[CH:42][CH:41]=[C:40]1[CH2:39][NH:45][C:33](=[O:34])[C:32]1[CH:36]=[CH:37][CH:38]=[C:30]([S:27]([CH2:26][C:16]2[C:17]3[CH2:18][CH2:19][CH2:20][C:21](=[O:25])[C:22]=3[CH:23]=[CH:24][C:15]=2[O:14][C@@H:7]([C:8]2[CH:9]=[CH:10][CH:11]=[CH:12][CH:13]=2)[CH2:6][N:1]2[CH:5]=[CH:4][N:3]=[CH:2]2)(=[O:29])=[O:28])[CH:31]=1, predict the reactants needed to synthesize it. The reactants are: [N:1]1([CH2:6][C@@H:7]([O:14][C:15]2[CH:24]=[CH:23][C:22]3[C:21](=[O:25])[CH2:20][CH2:19][CH2:18][C:17]=3[C:16]=2[CH2:26][S:27]([C:30]2[CH:31]=[C:32]([CH:36]=[CH:37][CH:38]=2)[C:33](O)=[O:34])(=[O:29])=[O:28])[C:8]2[CH:13]=[CH:12][CH:11]=[CH:10][CH:9]=2)[CH:5]=[CH:4][N:3]=[CH:2]1.[CH2:39]([NH2:45])[C:40]1[O:44][CH:43]=[CH:42][CH:41]=1. (4) Given the product [F:21][C:13]1[CH:14]=[C:15]([S:17]([CH3:20])(=[O:19])=[O:18])[CH:16]=[C:11]([F:10])[C:12]=1[NH:22][C@H:23]1[CH2:27][CH2:26][N:25]([CH:28]2[CH2:33][CH2:32][N:31]([C:2]#[N:1])[CH2:30][CH2:29]2)[C:24]1=[O:34], predict the reactants needed to synthesize it. The reactants are: [N:1]#[C:2]Br.C(=O)([O-])[O-].[K+].[K+].[F:10][C:11]1[CH:16]=[C:15]([S:17]([CH3:20])(=[O:19])=[O:18])[CH:14]=[C:13]([F:21])[C:12]=1[NH:22][C@H:23]1[CH2:27][CH2:26][N:25]([CH:28]2[CH2:33][CH2:32][NH:31][CH2:30][CH2:29]2)[C:24]1=[O:34]. (5) The reactants are: Br[CH2:2][CH2:3][CH2:4][S@:5](=[O:39])([C:33]1[CH:38]=[CH:37][CH:36]=[CH:35][CH:34]=1)=[N:6][C:7](=[O:32])[C:8]1[CH:13]=[C:12]([C:14]#[C:15][C:16]2[CH:21]=[CH:20][CH:19]=[C:18]([NH:22][C:23]([C:25]3[N:29]([CH3:30])[N:28]=[C:27]([CH3:31])[CH:26]=3)=[O:24])[CH:17]=2)[CH:11]=[N:10][CH:9]=1.[CH3:40][NH:41][CH3:42]. Given the product [CH3:40][N:41]([CH3:42])[CH2:2][CH2:3][CH2:4][S@:5](=[O:39])([C:33]1[CH:38]=[CH:37][CH:36]=[CH:35][CH:34]=1)=[N:6][C:7](=[O:32])[C:8]1[CH:13]=[C:12]([C:14]#[C:15][C:16]2[CH:21]=[CH:20][CH:19]=[C:18]([NH:22][C:23]([C:25]3[N:29]([CH3:30])[N:28]=[C:27]([CH3:31])[CH:26]=3)=[O:24])[CH:17]=2)[CH:11]=[N:10][CH:9]=1, predict the reactants needed to synthesize it. (6) Given the product [Cl:1][C:2]1[CH:7]=[CH:6][C:5]([C:26]2[C:27]([Cl:33])=[N:28][C:29]([CH3:32])=[CH:30][CH:31]=2)=[CH:4][C:3]=1[C:11]([NH:13][CH2:14][C:15]12[CH2:24][CH:19]3[CH2:20][CH:21]([CH2:23][CH:17]([CH2:18]3)[CH2:16]1)[CH2:22]2)=[O:12], predict the reactants needed to synthesize it. The reactants are: [Cl:1][C:2]1[CH:7]=[CH:6][C:5](B(O)O)=[CH:4][C:3]=1[C:11]([NH:13][CH2:14][C:15]12[CH2:24][CH:19]3[CH2:20][CH:21]([CH2:23][CH:17]([CH2:18]3)[CH2:16]1)[CH2:22]2)=[O:12].Br[C:26]1[C:27]([Cl:33])=[N:28][C:29]([CH3:32])=[CH:30][CH:31]=1.C(=O)([O-])[O-].[K+].[K+].